From a dataset of NCI-60 drug combinations with 297,098 pairs across 59 cell lines. Regression. Given two drug SMILES strings and cell line genomic features, predict the synergy score measuring deviation from expected non-interaction effect. (1) Drug 1: CCC1(CC2CC(C3=C(CCN(C2)C1)C4=CC=CC=C4N3)(C5=C(C=C6C(=C5)C78CCN9C7C(C=CC9)(C(C(C8N6C=O)(C(=O)OC)O)OC(=O)C)CC)OC)C(=O)OC)O.OS(=O)(=O)O. Drug 2: CC=C1C(=O)NC(C(=O)OC2CC(=O)NC(C(=O)NC(CSSCCC=C2)C(=O)N1)C(C)C)C(C)C. Cell line: RPMI-8226. Synergy scores: CSS=72.1, Synergy_ZIP=-1.17, Synergy_Bliss=-2.17, Synergy_Loewe=-2.07, Synergy_HSA=-0.663. (2) Drug 2: C#CCC(CC1=CN=C2C(=N1)C(=NC(=N2)N)N)C3=CC=C(C=C3)C(=O)NC(CCC(=O)O)C(=O)O. Cell line: NCI-H226. Drug 1: C1=CC=C(C(=C1)C(C2=CC=C(C=C2)Cl)C(Cl)Cl)Cl. Synergy scores: CSS=-3.11, Synergy_ZIP=3.05, Synergy_Bliss=2.88, Synergy_Loewe=-3.50, Synergy_HSA=-1.95.